Dataset: Experimentally validated miRNA-target interactions with 360,000+ pairs, plus equal number of negative samples. Task: Binary Classification. Given a miRNA mature sequence and a target amino acid sequence, predict their likelihood of interaction. (1) The miRNA is hsa-miR-1183 with sequence CACUGUAGGUGAUGGUGAGAGUGGGCA. The protein sequence of the target gene is MHLKIVLAFLALSLITIFALAYVLLTSPGGSSQPPHCPSVSHRAQPWPHPGQSQLFADLSREELTAVMRFLTQRLGPGLVDAAQAQPSDNCIFSVELQLPPKAAALAHLDRGSPPPAREALAIVLFGGQPQPNVSELVVGPLPHPSYMRDVTVERHGGPLPYHRRPVLRAEFTQMWRHLKEVELPKAPIFLSSTFNYNGSTLAAVHATPRGLRSGDRATWMALYHNISGVGLFLHPVGLELLLDHRALDPAHWTVQQVFYLGHYYADLGQLEREFKSGRLEVVRVPLPPPNGASSLRSRN.... Result: 0 (no interaction). (2) The miRNA is hsa-miR-215-5p with sequence AUGACCUAUGAAUUGACAGAC. The protein sequence of the target gene is MNLELLESFGQNYPEEADGTLDCISMALTCTFNRWGTLLAVGCNDGRIVIWDFLTRGIAKIISAHIHPVCSLCWSRDGHKLVSASTDNIVSQWDVLSGDCDQRFRFPSPILKVQYHPRDQNKVLVCPMKSAPVMLTLSDSKHVVLPVDDDSDLNVVASFDRRGEYIYTGNAKGKILVLKTDSQDLVASFRVTTGTSNTTAIKSIEFARKGSCFLINTADRIIRVYDGREILTCGRDGEPEPMQKLQDLVNRTPWKKCCFSGDGEYIVAGSARQHALYIWEKSIGNLVKILHGTRGELLLD.... Result: 0 (no interaction). (3) The miRNA is hsa-miR-8061 with sequence CUUAGAUUAGAGGAUAUUGUU. The protein sequence of the target gene is MDLKTVLSLPRYPGEFLHPVVYACTAVMLLCLLASFVTYIVHQSAIRISRKGRHTLLNFCFHAALTFTVFAGGINRTKYPILCQAVGIVLHYSTLSTMLWIGVTARNIYKQVTKKAPLCLDTDQPPYPRQPLLRFYLVSGGVPFIICGVTAATNIRNYGTEDEDTAYCWMAWEPSLGAFYGPAAIITLVTCVYFLGTYVQLRRHPGRRYELRTQPEEQRRLATPEGGRGIRPGTPPAHDAPGASVLQNEHSFQAQLRAAAFTLFLFTATWAFGALAVSQGHFLDMVFSCLYGAFCVTLGL.... Result: 0 (no interaction). (4) The miRNA is hsa-miR-4673 with sequence UCCAGGCAGGAGCCGGACUGGA. The protein sequence of the target gene is MGIELLCLFFLFLGRNDHVQGGCALGGAETCEDCLLIGPQCAWCAQENFTHPSGVGERCDTPANLLAKGCQLNFIENPVSQVEILKNKPLSVGRQKNSSDIVQIAPQSLILKLRPGGAQTLQVHVRQTEDYPVDLYYLMDLSASMDDDLNTIKELGSRLSKEMSKLTSNFRLGFGSFVEKPVSPFVKTTPEEIANPCSSIPYFCLPTFGFKHILPLTNDAERFNEIVKNQKISANIDTPEGGFDAIMQAAVCKEKIGWRNDSLHLLVFVSDADSHFGMDSKLAGIVIPNDGLCHLDSKNE.... Result: 0 (no interaction). (5) The miRNA is mmu-miR-669a-3-3p with sequence ACAUAACAUACACACACAUGUAU. The protein sequence of the target gene is MSGGRAPAVLLGGVASLLLSFVWMPALLPVASRLLLLPRVLLTMASGSPPTQPSPASDSGSGYVPGSVSAAFVTCPNEKVAKEIARAVVEKRLAACVNLIPQITSIYEWKGKIEEDSEVLMMIKTQSSLVPALTDFVRSVHPYEVAEVIALPVEQGNFPYLQWVRQVTESVSDSITVLP. Result: 0 (no interaction). (6) The miRNA is hsa-miR-589-3p with sequence UCAGAACAAAUGCCGGUUCCCAGA. The protein sequence of the target gene is MLCCMRRTKQVEKNDDDQKIEQDGIKPEDKAHKAATKIQASFRGHITRKKLKGEKKDDVQAAEAEANKKDEAPVADGVEKKGEGTTTAEAAPATGSKPDEPGKAGETPSEEKKGEGDAATEQAAPQAPASSEEKAGSAETESATKASTDNSPSSKAEDAPAKEEPKQADVPAAVTAAAATTPAAEDAAAKATAQPPTETGESSQAEENIEAVDETKPKESARQDEGKEEEPEADQEHA. Result: 0 (no interaction). (7) The miRNA is hsa-miR-6818-3p with sequence UUGUCUCUUGUUCCUCACACAG. The protein sequence of the target gene is MAVSGFTLGTCILLLHISYVANYPNGKVTQSCHGMIPEHGHSPQSVPVHDIYVSQMTFRPGDQIEVTLSGHPFKGFLLEARNAEDLNGPPIGSFTLIDSEVSQLLTCEDIQGSAVSHRSASKKTEIKVYWNAPSSAPNHTQFLVTVVEKYKIYWVKIPGPIISQPNAFPFTTPKATVVPLPTLPPVSHLTKPFSASDCGNKKFCIRSPLNCDPEKEASCVFLSFTRDDQSVMVEMSGPSKGYLSFALSHDQWMGDDDAYLCIHEDQTVYIQPSHLTGRSHPVMDSRDTLEDMAWRLADGV.... Result: 1 (interaction). (8) The miRNA is hsa-miR-433-5p with sequence UACGGUGAGCCUGUCAUUAUUC. The protein sequence of the target gene is MPRKKPFSVKQKKKQLQDKRERKRGLQDGLRSSSNSRSGSRERREEQTDTSDGESVTHHIRRLNQQPSQGLGPRGYDPNRYRLHFERDSREEVERRKRAAREQVLQPVSAELLELDIREVYQPGSVLDFPRRPPWSYEMSKEQLMSQEERSFQDYLGKIHGAYSSEKLSYFEHNLETWRQLWRVLEMSDIVLLITDIRHPVVNFPPALYEYVTGELGLALVLVLNKVDLAPPALVVAWKHYFHQHYPQLHVVLFTSFPRDPRTPQDPSSVLKKSRRRGRGWTRALGPEQLLRACEAITVG.... Result: 1 (interaction). (9) The miRNA is mmu-miR-205-5p with sequence UCCUUCAUUCCACCGGAGUCUG. The protein sequence of the target gene is MKNLLTEKCISSHNFHQKVIKQRMEKKVDSRYFKDGAVKKPYSAKTLSNKKSSASFGIRRELPSTSHLVQYRGTHTCTRQGRLRELRIRCVARKFLYLWIRMTFGRVFPSKARFYYEQRLLRKVFEEWKEEWWVFQHEWKLCVRADCHYRYYLYNLMFQTWKTYVRQQQEMRNKYIRAEVHDAKQKMRQAWKSWLIYVVVRRTKLQMQTTALEFRQRIILRVWWSTWRQRLGQVRVSRALHASALKHRALSLQVQAWSQWREQLLYVQKEKQKVVSAVKHHQHWQKRRFLKAWLEYLQVR.... Result: 0 (no interaction). (10) The miRNA is hsa-miR-662 with sequence UCCCACGUUGUGGCCCAGCAG. The protein sequence of the target gene is MALSEDEAEAEVSVNTKVPSCGRWNSGKLLPSGLEPDQPLHLGVEGGPLWRAEADPGCISGVFLSRVHTASKEPVADRSKPPLRGPLPSASVGTGEVLHSMGSQMEEDRLPASQDLLPALQVFGTITVCSGQEADSEDFQATLDPSQVLGLSQQPHTSGLPLPPQWKSTVSPGAPQLSSRSISASSVGSSLQDHQEKAGPQRASFANVSSPELTVPQAAHSVVGAGPPLQGSAQPLTSGSDATGLGKRHLSFQAEYWACALPNSLPPSPNRHSALWDPNKEYEDLLDYTYPLRPGPQLPK.... Result: 0 (no interaction).